From a dataset of NCI-60 drug combinations with 297,098 pairs across 59 cell lines. Regression. Given two drug SMILES strings and cell line genomic features, predict the synergy score measuring deviation from expected non-interaction effect. (1) Drug 1: CCCCC(=O)OCC(=O)C1(CC(C2=C(C1)C(=C3C(=C2O)C(=O)C4=C(C3=O)C=CC=C4OC)O)OC5CC(C(C(O5)C)O)NC(=O)C(F)(F)F)O. Cell line: M14. Synergy scores: CSS=46.9, Synergy_ZIP=30.5, Synergy_Bliss=19.9, Synergy_Loewe=-2.83, Synergy_HSA=6.80. Drug 2: C1=NC(=NC(=O)N1C2C(C(C(O2)CO)O)O)N. (2) Drug 2: CC1CCC2CC(C(=CC=CC=CC(CC(C(=O)C(C(C(=CC(C(=O)CC(OC(=O)C3CCCCN3C(=O)C(=O)C1(O2)O)C(C)CC4CCC(C(C4)OC)O)C)C)O)OC)C)C)C)OC. Cell line: A549. Drug 1: CNC(=O)C1=CC=CC=C1SC2=CC3=C(C=C2)C(=NN3)C=CC4=CC=CC=N4. Synergy scores: CSS=45.8, Synergy_ZIP=7.10, Synergy_Bliss=6.66, Synergy_Loewe=-8.00, Synergy_HSA=9.80. (3) Drug 1: CN1C(=O)N2C=NC(=C2N=N1)C(=O)N. Drug 2: B(C(CC(C)C)NC(=O)C(CC1=CC=CC=C1)NC(=O)C2=NC=CN=C2)(O)O. Cell line: SK-MEL-28. Synergy scores: CSS=38.4, Synergy_ZIP=1.19, Synergy_Bliss=1.24, Synergy_Loewe=-50.8, Synergy_HSA=-0.466. (4) Drug 1: C1=CC(=CC=C1CCC2=CNC3=C2C(=O)NC(=N3)N)C(=O)NC(CCC(=O)O)C(=O)O. Drug 2: C1=CC(=CC=C1C#N)C(C2=CC=C(C=C2)C#N)N3C=NC=N3. Cell line: NCI-H522. Synergy scores: CSS=39.0, Synergy_ZIP=-1.22, Synergy_Bliss=-3.47, Synergy_Loewe=-34.2, Synergy_HSA=-2.13. (5) Drug 1: C1C(C(OC1N2C=NC3=C(N=C(N=C32)Cl)N)CO)O. Drug 2: C1=NC(=NC(=O)N1C2C(C(C(O2)CO)O)O)N. Cell line: UO-31. Synergy scores: CSS=44.9, Synergy_ZIP=-6.77, Synergy_Bliss=-0.196, Synergy_Loewe=-4.99, Synergy_HSA=0.203. (6) Drug 1: CC1=C(C(=CC=C1)Cl)NC(=O)C2=CN=C(S2)NC3=CC(=NC(=N3)C)N4CCN(CC4)CCO. Drug 2: C1CNP(=O)(OC1)N(CCCl)CCCl. Cell line: MDA-MB-435. Synergy scores: CSS=-0.0110, Synergy_ZIP=0.227, Synergy_Bliss=3.22, Synergy_Loewe=-2.18, Synergy_HSA=-0.735. (7) Drug 1: CC1=C(C=C(C=C1)NC(=O)C2=CC=C(C=C2)CN3CCN(CC3)C)NC4=NC=CC(=N4)C5=CN=CC=C5. Drug 2: CCCCCOC(=O)NC1=NC(=O)N(C=C1F)C2C(C(C(O2)C)O)O. Cell line: NCI-H226. Synergy scores: CSS=1.42, Synergy_ZIP=-0.610, Synergy_Bliss=-0.209, Synergy_Loewe=-3.11, Synergy_HSA=-2.75. (8) Drug 1: C1CCC(CC1)NC(=O)N(CCCl)N=O. Drug 2: B(C(CC(C)C)NC(=O)C(CC1=CC=CC=C1)NC(=O)C2=NC=CN=C2)(O)O. Cell line: CCRF-CEM. Synergy scores: CSS=43.1, Synergy_ZIP=0.273, Synergy_Bliss=-1.69, Synergy_Loewe=-10.1, Synergy_HSA=0.366.